Dataset: Experimentally validated miRNA-target interactions with 360,000+ pairs, plus equal number of negative samples. Task: Binary Classification. Given a miRNA mature sequence and a target amino acid sequence, predict their likelihood of interaction. (1) The miRNA is hsa-miR-6893-5p with sequence CAGGCAGGUGUAGGGUGGAGC. The protein sequence of the target gene is MPVEEFVAGWISGALGLVLGHPFDTVKVRLQTQTTYRGIVDCMVKIYRHESLLGFFKGMSFPIASIAVVNSVLFGVYSNTLLVLTATSHQERRAQPPSYMHIFLAGCTGGFLQAYCLAPFDLIKVRLQNQTEPRAQPGSPPPRYQGPVHCAASIFREEGPRGLFRGAWALTLRDTPTVGIYFITYEGLCRQYTPEGQNPSSATVLVAGGFAGIASWVAATPLDMIKSRMQMDGLRRRVYQGMLDCMVSSIRQEGLGVFFRGVTINSARAFPVNAVTFLSYEYLLRWWG. Result: 1 (interaction). (2) The miRNA is hsa-miR-34b-5p with sequence UAGGCAGUGUCAUUAGCUGAUUG. The protein sequence of the target gene is MAEHLELLAEMPMVGRMSTQERLKHAQKRRAQQVKMWAQAEKEAQGKKGPGERPRKEAASQGLLKQVLFPPSVVLLEAAARNDLEEVRQFLGSGVSPDLANEDGLTALHQCCIDDFREMVQQLLEAGANINACDSECWTPLHAAATCGHLHLVELLIASGANLLAVNTDGNMPYDLCDDEQTLDCLETAMADRGITQDSIEAARAVPELRMLDDIRSRLQAGADLHAPLDHGATLLHVAAANGFSEAAALLLEHRASLSAKDQDGWEPLHAAAYWGQVPLVELLVAHGADLNAKSLMDET.... Result: 0 (no interaction). (3) The miRNA is dme-miR-79-3p with sequence UAAAGCUAGAUUACCAAAGCAU. The protein sequence of the target gene is MDTFTVQDSTAMSWWRNNFWIILAVAIIVVSVGLGLILYCVCKWQLRRGKKWEIAKPLKHKQVDEEKMYENVLNESPVQLPPLPPRNWPSLEDSSPQEAPSQPPATYSLVNKVKNKKTVSIPSYIEPEDDYDDVEIPANTEKASF. Result: 0 (no interaction). (4) The miRNA is hsa-miR-433-3p with sequence AUCAUGAUGGGCUCCUCGGUGU. The protein sequence of the target gene is MLPRRLLAAWLAGTRGGGLLALLANQCRFVTGLRVRRAQQIAQLYGRLYSESSRRVLLGRLWRRLHGRPGHASALMAALAGVFVWDEERIQEEELQRSINEMKRLEEMSNMFQSSGVQHHPPEPKAQTEGNEDSEGKEQRWEMVMDKKHFKLWRRPITGTHLYQYRVFGTYTDVTPRQFFNVQLDTEYRKKWDALVIKLEVIERDVVSGSEVLHWVTHFPYPMYSRDYVYVRRYSVDQENNMMVLVSRAVEHPSVPESPEFVRVRSYESQMVIRPHKSFDENGFDYLLTYSDNPQTVFPR.... Result: 1 (interaction). (5) The miRNA is ath-miR402 with sequence UUCGAGGCCUAUUAAACCUCUG. The protein sequence of the target gene is MAVETLSPDWEFDRVDDGSQKIHAEVQLKNYGKFLEEYTSQLRRIEDALDDSIGDVWDFNLDPIALKLLPYEQSSLLELIKTENKVLNKVITVYAALCCEIKKLKYEAETKFYNGLLFYGEGATDASMVEGDCQIQMGRFISFLQELSCFVTRCYEVVMNVVHQLAALYISNKIAPKIIETTGVHFQTMYEHLGELLTVLLTLDEIIDNHITLKDHWTMYKRLLKSVHHNPSKFGIQEEKLKPFEKFLLKLEGQLLDGMIFQACIEQQFDSLNGGVSVSKNSTFAEEFAHSIRSIFANVE.... Result: 0 (no interaction).